From a dataset of Peptide-MHC class I binding affinity with 185,985 pairs from IEDB/IMGT. Regression. Given a peptide amino acid sequence and an MHC pseudo amino acid sequence, predict their binding affinity value. This is MHC class I binding data. (1) The peptide sequence is RSNDTELNY. The MHC is HLA-B38:01 with pseudo-sequence HLA-B38:01. The binding affinity (normalized) is 0.0847. (2) The peptide sequence is RPRLWRSVI. The MHC is HLA-A31:01 with pseudo-sequence HLA-A31:01. The binding affinity (normalized) is 0.0847.